This data is from Catalyst prediction with 721,799 reactions and 888 catalyst types from USPTO. The task is: Predict which catalyst facilitates the given reaction. (1) Reactant: C([O:3][C:4](=[O:49])[CH2:5][NH:6][C:7](=[O:48])[NH:8][CH2:9][C@:10]12[CH2:44][CH2:43][C@@H:42]([C:45]([CH3:47])=[CH2:46])[C@@H:11]1[C@@H:12]1[C@@:25]([CH3:28])([CH2:26][CH2:27]2)[C@@:24]2([CH3:29])[C@@H:15]([C@:16]3([CH3:41])[C@@H:21]([CH2:22][CH2:23]2)[C:20]([CH3:31])([CH3:30])[C:19]([C:32]2[CH:40]=[CH:39][C:35]([C:36]([OH:38])=[O:37])=[CH:34][CH:33]=2)=[CH:18][CH2:17]3)[CH2:14][CH2:13]1)C.[OH-].[Na+]. Product: [C:4]([CH2:5][NH:6][C:7](=[O:48])[NH:8][CH2:9][C@:10]12[CH2:44][CH2:43][C@@H:42]([C:45]([CH3:47])=[CH2:46])[C@@H:11]1[C@@H:12]1[C@@:25]([CH3:28])([CH2:26][CH2:27]2)[C@@:24]2([CH3:29])[C@@H:15]([C@:16]3([CH3:41])[C@@H:21]([CH2:22][CH2:23]2)[C:20]([CH3:31])([CH3:30])[C:19]([C:32]2[CH:33]=[CH:34][C:35]([C:36]([OH:38])=[O:37])=[CH:39][CH:40]=2)=[CH:18][CH2:17]3)[CH2:14][CH2:13]1)([OH:49])=[O:3]. The catalyst class is: 12. (2) Reactant: [C:1]([O:5][C:6]([NH:8][CH2:9][C:10]([OH:12])=O)=[O:7])([CH3:4])([CH3:3])[CH3:2].CCN(C(C)C)C(C)C.CN(C(ON1N=NC2C=CC=NC1=2)=[N+](C)C)C.F[P-](F)(F)(F)(F)F.[F:46][C:47]1[CH:55]=[C:54]2[C:50]([C:51]([C:56]3[CH:57]=[CH:58][C:59]4[N:63]=[C:62]([CH2:64][NH2:65])[NH:61][C:60]=4[CH:66]=3)=[CH:52][NH:53]2)=[CH:49][CH:48]=1. Product: [C:1]([O:5][C:6](=[O:7])[NH:8][CH2:9][C:10]([NH:65][CH2:64][C:62]1[NH:61][C:60]2[CH:66]=[C:56]([C:51]3[C:50]4[C:54](=[CH:55][C:47]([F:46])=[CH:48][CH:49]=4)[NH:53][CH:52]=3)[CH:57]=[CH:58][C:59]=2[N:63]=1)=[O:12])([CH3:2])([CH3:3])[CH3:4]. The catalyst class is: 118. (3) Reactant: [Br:1][C:2]1[CH:3]=[CH:4][C:5]([C:8]([NH2:11])([CH3:10])[CH3:9])=[N:6][CH:7]=1.[C:12](O[C:12]([O:14][C:15]([CH3:18])([CH3:17])[CH3:16])=[O:13])([O:14][C:15]([CH3:18])([CH3:17])[CH3:16])=[O:13]. Product: [Br:1][C:2]1[CH:3]=[CH:4][C:5]([C:8]([NH:11][C:12](=[O:13])[O:14][C:15]([CH3:18])([CH3:17])[CH3:16])([CH3:9])[CH3:10])=[N:6][CH:7]=1. The catalyst class is: 326. (4) Reactant: Cl.[NH2:2][C@H:3]1[CH2:7][CH2:6][CH2:5][C@@H:4]1[NH:8][C:9](=[O:22])[C:10]1[CH:15]=[C:14]([CH3:16])[CH:13]=[CH:12][C:11]=1[N:17]1[N:21]=[CH:20][CH:19]=[N:18]1.C(=O)([O-])[O-].[K+].[K+].Cl[C:30]1[S:31][C:32]2[CH:38]=[C:37]([F:39])[CH:36]=[CH:35][C:33]=2[N:34]=1. Product: [F:39][C:37]1[CH:36]=[CH:35][C:33]2[N:34]=[C:30]([NH:2][C@H:3]3[CH2:7][CH2:6][CH2:5][C@@H:4]3[NH:8][C:9](=[O:22])[C:10]3[CH:15]=[C:14]([CH3:16])[CH:13]=[CH:12][C:11]=3[N:17]3[N:18]=[CH:19][CH:20]=[N:21]3)[S:31][C:32]=2[CH:38]=1. The catalyst class is: 3. (5) The catalyst class is: 5. Reactant: [N:1]1[CH:6]=[CH:5][C:4]([C:7]2[S:8][C:9]([C:15]3[CH:20]=[CH:19][N:18]=[CH:17][CH:16]=3)=[C:10]([CH3:14])[C:11]=2[CH:12]=O)=[CH:3][CH:2]=1.[ClH:21].[NH2:22][OH:23].N1C=CC=CC=1. Product: [ClH:21].[ClH:21].[N:1]1[CH:6]=[CH:5][C:4]([C:7]2[S:8][C:9]([C:15]3[CH:20]=[CH:19][N:18]=[CH:17][CH:16]=3)=[C:10]([CH3:14])[C:11]=2[CH:12]=[N:22][OH:23])=[CH:3][CH:2]=1. (6) Reactant: CCN(C(C)C)C(C)C.C1C=CC2N(O)N=NC=2C=1.CCN=C=NCCCN(C)C.[C:31]1([N:37]2[CH:41]=[C:40]([C:42]([OH:44])=O)[N:39]=[CH:38]2)[CH:36]=[CH:35][CH:34]=[CH:33][CH:32]=1.Cl.[NH2:46][CH2:47][C:48]([N:50]1[CH2:55][CH2:54][N:53]([C:56](=[O:65])[C:57]2[CH:62]=[C:61]([F:63])[CH:60]=[CH:59][C:58]=2[Cl:64])[CH2:52][CH2:51]1)=[O:49].ClC1C=CC(F)=CC=1C(O)=O. The catalyst class is: 18. Product: [Cl:64][C:58]1[CH:59]=[CH:60][C:61]([F:63])=[CH:62][C:57]=1[C:56]([N:53]1[CH2:52][CH2:51][N:50]([C:48](=[O:49])[CH2:47][NH:46][C:42]([C:40]2[N:39]=[CH:38][N:37]([C:31]3[CH:32]=[CH:33][CH:34]=[CH:35][CH:36]=3)[CH:41]=2)=[O:44])[CH2:55][CH2:54]1)=[O:65].